This data is from Full USPTO retrosynthesis dataset with 1.9M reactions from patents (1976-2016). The task is: Predict the reactants needed to synthesize the given product. (1) Given the product [F:22][C:2]([F:1])([C:16]1[CH:21]=[CH:20][CH:19]=[CH:18][CH:17]=1)[CH2:3][O:4][C:5]1[CH:10]=[CH:9][C:8]([CH2:11][CH2:12][NH2:14])=[CH:7][C:6]=1[F:15], predict the reactants needed to synthesize it. The reactants are: [F:1][C:2]([F:22])([C:16]1[CH:21]=[CH:20][CH:19]=[CH:18][CH:17]=1)[CH2:3][O:4][C:5]1[CH:10]=[CH:9][C:8]([CH2:11][C:12]([NH2:14])=O)=[CH:7][C:6]=1[F:15].FC(F)(C1C=CC=CC=1)COC1C=CC(CCN)=CC=1C. (2) Given the product [NH2:1][C:2]1[N:3]=[CH:4][C:5]([C:17]2[N:21]([CH2:22][CH3:23])[N:20]=[C:19]([CH:24]3[CH2:29][CH2:28][N:27]([C:30](=[O:31])[C@@H:32]([OH:33])[CH2:36][OH:35])[CH2:26][CH2:25]3)[N:18]=2)=[N:6][C:7]=1[C:8]1[O:9][C:10]([C:13]([CH3:15])([CH3:16])[CH3:14])=[N:11][N:12]=1, predict the reactants needed to synthesize it. The reactants are: [NH2:1][C:2]1[N:3]=[CH:4][C:5]([C:17]2[N:21]([CH2:22][CH3:23])[N:20]=[C:19]([CH:24]3[CH2:29][CH2:28][N:27]([C:30]([C@@H:32]4[CH2:36][O:35]C(C)(C)[O:33]4)=[O:31])[CH2:26][CH2:25]3)[N:18]=2)=[N:6][C:7]=1[C:8]1[O:9][C:10]([C:13]([CH3:16])([CH3:15])[CH3:14])=[N:11][N:12]=1.C(O)(C(F)(F)F)=O. (3) Given the product [CH2:18]([C@@:20]12[C:33]3[C:28](=[CH:29][C:30]([O:34][CH3:35])=[CH:31][CH:32]=3)[CH2:27][CH2:26][C:25]1=[CH:24][C:23](=[O:36])[CH2:22][CH2:21]2)[CH:19]=[CH2:1], predict the reactants needed to synthesize it. The reactants are: [CH3:1]OC1C=C2C(=CC=1)CC(=O)CC2.C(Br)C=C.[CH2:18]([C@:20]12[C:33]3[C:28](=[CH:29][C:30]([O:34][CH3:35])=[CH:31][CH:32]=3)[CH2:27][CH2:26][C:25]1=[CH:24][C:23](=[O:36])[CH2:22][CH2:21]2)[CH3:19].